Dataset: Peptide-MHC class I binding affinity with 185,985 pairs from IEDB/IMGT. Task: Regression. Given a peptide amino acid sequence and an MHC pseudo amino acid sequence, predict their binding affinity value. This is MHC class I binding data. (1) The peptide sequence is HTQGYFPDWQ. The MHC is HLA-B45:01 with pseudo-sequence HLA-B45:01. The binding affinity (normalized) is 0. (2) The peptide sequence is KLTKDRKML. The MHC is HLA-A02:03 with pseudo-sequence HLA-A02:03. The binding affinity (normalized) is 0.0293. (3) The peptide sequence is ERYLKDQQL. The MHC is HLA-A68:01 with pseudo-sequence HLA-A68:01. The binding affinity (normalized) is 0.